Task: Binary Classification. Given a T-cell receptor sequence (or CDR3 region) and an epitope sequence, predict whether binding occurs between them.. Dataset: TCR-epitope binding with 47,182 pairs between 192 epitopes and 23,139 TCRs (1) The epitope is ELAGIGILTV. The TCR CDR3 sequence is CASSNAGTQYGYTF. Result: 1 (the TCR binds to the epitope). (2) The epitope is ATDALMTGY. The TCR CDR3 sequence is CASSQTGQLDEQYF. Result: 1 (the TCR binds to the epitope). (3) The epitope is FVDGVPFVV. The TCR CDR3 sequence is CAISVVPDRGLGDTQYF. Result: 1 (the TCR binds to the epitope). (4) The epitope is WICLLQFAY. The TCR CDR3 sequence is CASSPFRTGQGYGYTF. Result: 1 (the TCR binds to the epitope). (5) The epitope is QECVRGTTVL. The TCR CDR3 sequence is CAISEPDRVRNNEQFF. Result: 0 (the TCR does not bind to the epitope). (6) The epitope is KRWIILGLNK. The TCR CDR3 sequence is CASSPYSGSYEQYF. Result: 1 (the TCR binds to the epitope). (7) The epitope is WICLLQFAY. The TCR CDR3 sequence is CSVARHRAGNYGYTF. Result: 1 (the TCR binds to the epitope).